From a dataset of Forward reaction prediction with 1.9M reactions from USPTO patents (1976-2016). Predict the product of the given reaction. (1) Given the reactants [CH3:1][O:2][C:3]1[CH:4]=[C:5]2[C:10](=[CH:11][C:12]=1[O:13][CH3:14])[N:9]=[CH:8][N:7]=[C:6]2[CH:15]1[CH2:20][CH2:19][NH:18][CH2:17][CH2:16]1.[N+](C1C=CC([O:30][C:31](=O)[NH:32][C:33]2[CH:34]=[N:35][C:36]([O:39][CH:40]3[CH2:44][CH2:43][CH2:42][CH2:41]3)=[CH:37][CH:38]=2)=CC=1)([O-])=O, predict the reaction product. The product is: [CH:40]1([O:39][C:36]2[N:35]=[CH:34][C:33]([NH:32][C:31]([N:18]3[CH2:19][CH2:20][CH:15]([C:6]4[C:5]5[C:10](=[CH:11][C:12]([O:13][CH3:14])=[C:3]([O:2][CH3:1])[CH:4]=5)[N:9]=[CH:8][N:7]=4)[CH2:16][CH2:17]3)=[O:30])=[CH:38][CH:37]=2)[CH2:41][CH2:42][CH2:43][CH2:44]1. (2) The product is: [ClH:31].[N:1]1([CH2:7][C:8]2[CH:9]=[CH:10][C:11]([C:15]3[C:23]4[C:18](=[CH:19][CH:20]=[C:21]([C:24]5[S:25][CH:26]=[CH:27][CH:28]=5)[CH:22]=4)[NH:17][C:16]=3[OH:29])=[N:12][CH:13]=2)[CH2:6][CH2:5][O:4][CH2:3][CH2:2]1. Given the reactants [N:1]1([CH2:7][C:8]2[CH:9]=[CH:10][C:11]([C:15]3[C:23]4[C:18](=[CH:19][CH:20]=[C:21]([C:24]5[S:25][CH:26]=[CH:27][CH:28]=5)[CH:22]=4)[NH:17][C:16]=3[OH:29])=[N+:12]([O-])[CH:13]=2)[CH2:6][CH2:5][O:4][CH2:3][CH2:2]1.P(Cl)(Cl)[Cl:31].Cl, predict the reaction product.